Dataset: Reaction yield outcomes from USPTO patents with 853,638 reactions. Task: Predict the reaction yield, written as a fraction of the theoretical maximum amount of product (1.0 means a 100% yield; for example, 0.34 means a 34% yield). (1) The reactants are [CH3:1][O:2][C:3]1[C:11]2[CH:10]=[C:9]([C@H:12]3[CH2:17][CH2:16][NH:15][C@@H:14]([CH3:18])[CH2:13]3)[S:8][C:7]=2[CH:6]=[CH:5][CH:4]=1.CC1(C)CC2C=CC=C(OC[C@@H]3CO3)C=2O1. The catalyst is CO. The product is [CH3:1][O:2][C:3]1[C:11]2[CH:10]=[C:9]([C@@H:12]3[CH2:17][CH2:16][NH:15][C@@H:14]([CH3:18])[CH2:13]3)[S:8][C:7]=2[CH:6]=[CH:5][CH:4]=1. The yield is 0.330. (2) The reactants are [CH2:1]([Li])[CH2:2][CH2:3][CH3:4].[Br:6][C:7]1[CH:11]=[CH:10][S:9][CH:8]=1.[N:12]12[CH2:19][CH2:18][C:15]([C:20]([O:22]CC)=O)([CH2:16][CH2:17]1)[CH2:14][CH2:13]2. The catalyst is C(OCC)C.C1COCC1.CCOCC.CS(C)=O. The product is [Br-:6].[CH2:1]([N+:12]12[CH2:13][CH2:14][C:15]([C:20]([OH:22])([C:7]3[CH:11]=[CH:10][S:9][CH:8]=3)[C:7]3[CH:11]=[CH:10][S:9][CH:8]=3)([CH2:16][CH2:17]1)[CH2:18][CH2:19]2)[CH2:2][CH2:3][CH3:4]. The yield is 0.0940.